This data is from Reaction yield outcomes from USPTO patents with 853,638 reactions. The task is: Predict the reaction yield, written as a fraction of the theoretical maximum amount of product (1.0 means a 100% yield; for example, 0.34 means a 34% yield). (1) The reactants are [CH:1]1[CH:6]=[CH:5][C:4]([CH2:7]Br)=[CH:3][CH:2]=1.C([O-])([O-])=O.[K+].[K+].[SH:15][CH2:16][C:17]([O:19][CH3:20])=[O:18].O. The catalyst is CC#N. The product is [CH3:20][O:19][C:17](=[O:18])[CH2:16][S:15][CH2:7][C:4]1[CH:5]=[CH:6][CH:1]=[CH:2][CH:3]=1. The yield is 0.940. (2) The reactants are CC(S([NH:7][C:8]1([C:18]2[S:19][C:20]([C:23]3[CH:28]=[C:27]([NH:29][C:30]4[N:35]=[C:34]([C:36]([F:39])([F:38])[F:37])[CH:33]=[CH:32][N:31]=4)[CH:26]=[C:25]([CH3:40])[CH:24]=3)=[CH:21][N:22]=2)[CH2:17][CH2:16][C:11]2(OCC[O:12]2)[CH2:10][CH2:9]1)=O)(C)C.C(Cl)(Cl)Cl.[N-:45]=[N+]=[N-].[Na+].CS(O)(=O)=O. The catalyst is O. The product is [NH2:7][C:8]1([C:18]2[S:19][C:20]([C:23]3[CH:28]=[C:27]([NH:29][C:30]4[N:35]=[C:34]([C:36]([F:39])([F:38])[F:37])[CH:33]=[CH:32][N:31]=4)[CH:26]=[C:25]([CH3:40])[CH:24]=3)=[CH:21][N:22]=2)[CH2:17][CH2:16][NH:45][C:11](=[O:12])[CH2:10][CH2:9]1. The yield is 0.660.